From a dataset of Full USPTO retrosynthesis dataset with 1.9M reactions from patents (1976-2016). Predict the reactants needed to synthesize the given product. (1) Given the product [C:1]([O:5][C:6](=[O:29])[N:7]([CH2:9][C@H:10]1[CH2:11][CH2:12][C@H:13]([O:16][CH2:17][CH2:18][CH2:19][CH2:20][OH:21])[CH2:14][CH2:15]1)[CH3:8])([CH3:2])([CH3:4])[CH3:3], predict the reactants needed to synthesize it. The reactants are: [C:1]([O:5][C:6](=[O:29])[N:7]([CH2:9][C@H:10]1[CH2:15][CH2:14][C@H:13]([O:16][CH2:17][CH2:18][CH2:19][CH2:20][O:21]CC2C=CC=CC=2)[CH2:12][CH2:11]1)[CH3:8])([CH3:4])([CH3:3])[CH3:2]. (2) Given the product [CH:1]12[CH2:11][CH:15]([CH:5]=[CH:6]1)[C:13](=[O:14])[CH2:12][C:2]2=[O:16], predict the reactants needed to synthesize it. The reactants are: [C:1]1([CH3:11])[CH:6]=[CH:5]C(S(O)(=O)=O)=C[CH:2]=1.[CH3:12][C:13]([CH3:15])=[O:14].[OH2:16].